This data is from Peptide-MHC class I binding affinity with 185,985 pairs from IEDB/IMGT. The task is: Regression. Given a peptide amino acid sequence and an MHC pseudo amino acid sequence, predict their binding affinity value. This is MHC class I binding data. The peptide sequence is FLKENGGL. The MHC is HLA-A11:01 with pseudo-sequence HLA-A11:01. The binding affinity (normalized) is 0.